This data is from Full USPTO retrosynthesis dataset with 1.9M reactions from patents (1976-2016). The task is: Predict the reactants needed to synthesize the given product. Given the product [CH3:1][O:2][C:3]([C:5]1[N:6]([N:11]([C:27](=[O:28])[CH2:26][C:25]([O:24][CH3:23])=[O:30])[CH2:12][C:13]2[CH:18]=[CH:17][C:16]([C:19]([F:22])([F:20])[F:21])=[CH:15][CH:14]=2)[CH:7]=[C:8]([Cl:10])[CH:9]=1)=[O:4], predict the reactants needed to synthesize it. The reactants are: [CH3:1][O:2][C:3]([C:5]1[N:6]([NH:11][CH2:12][C:13]2[CH:18]=[CH:17][C:16]([C:19]([F:22])([F:21])[F:20])=[CH:15][CH:14]=2)[CH:7]=[C:8]([Cl:10])[CH:9]=1)=[O:4].[CH3:23][O:24][C:25](=[O:30])[CH2:26][C:27](Cl)=[O:28].